Dataset: NCI-60 drug combinations with 297,098 pairs across 59 cell lines. Task: Regression. Given two drug SMILES strings and cell line genomic features, predict the synergy score measuring deviation from expected non-interaction effect. (1) Drug 1: C(=O)(N)NO. Drug 2: C1CC(=O)NC(=O)C1N2C(=O)C3=CC=CC=C3C2=O. Cell line: NCI-H322M. Synergy scores: CSS=-4.28, Synergy_ZIP=1.92, Synergy_Bliss=0.534, Synergy_Loewe=-2.77, Synergy_HSA=-2.91. (2) Drug 1: CS(=O)(=O)CCNCC1=CC=C(O1)C2=CC3=C(C=C2)N=CN=C3NC4=CC(=C(C=C4)OCC5=CC(=CC=C5)F)Cl. Drug 2: CCC1(CC2CC(C3=C(CCN(C2)C1)C4=CC=CC=C4N3)(C5=C(C=C6C(=C5)C78CCN9C7C(C=CC9)(C(C(C8N6C)(C(=O)OC)O)OC(=O)C)CC)OC)C(=O)OC)O.OS(=O)(=O)O. Cell line: CCRF-CEM. Synergy scores: CSS=-1.97, Synergy_ZIP=10.9, Synergy_Bliss=9.11, Synergy_Loewe=-8.88, Synergy_HSA=-5.19. (3) Drug 1: CNC(=O)C1=CC=CC=C1SC2=CC3=C(C=C2)C(=NN3)C=CC4=CC=CC=N4. Drug 2: C1=CC(=C2C(=C1NCCNCCO)C(=O)C3=C(C=CC(=C3C2=O)O)O)NCCNCCO. Cell line: OVCAR-5. Synergy scores: CSS=44.8, Synergy_ZIP=9.58, Synergy_Bliss=10.4, Synergy_Loewe=-14.7, Synergy_HSA=9.28. (4) Drug 1: C1CN1P(=S)(N2CC2)N3CC3. Drug 2: C1=NC(=NC(=O)N1C2C(C(C(O2)CO)O)O)N. Cell line: HCT116. Synergy scores: CSS=49.4, Synergy_ZIP=-9.00, Synergy_Bliss=-5.45, Synergy_Loewe=-16.9, Synergy_HSA=0.00543. (5) Drug 1: C1=CC=C(C=C1)NC(=O)CCCCCCC(=O)NO. Drug 2: CN(CCCl)CCCl.Cl. Cell line: TK-10. Synergy scores: CSS=18.6, Synergy_ZIP=-1.78, Synergy_Bliss=4.88, Synergy_Loewe=2.09, Synergy_HSA=2.97.